This data is from Forward reaction prediction with 1.9M reactions from USPTO patents (1976-2016). The task is: Predict the product of the given reaction. (1) Given the reactants [Br:1][C:2]1[CH:7]=[CH:6][C:5]([OH:8])=[C:4]([O:9][CH3:10])[C:3]=1[OH:11].C(=O)([O-])[O-].[K+].[K+].[CH3:18][O:19][CH2:20]Cl, predict the reaction product. The product is: [Br:1][C:2]1[CH:7]=[CH:6][C:5]([OH:8])=[C:4]([O:9][CH3:10])[C:3]=1[O:11][CH2:18][O:19][CH3:20]. (2) The product is: [Cl:1][C:2]1[CH:19]=[CH:18][C:5]([CH2:6][C:7]2[NH:8][C:9](=[O:17])[C:10]([C:15]#[N:16])=[C:11]([NH:24][CH:20]3[CH2:23][CH2:22][CH2:21]3)[N:12]=2)=[CH:4][CH:3]=1. Given the reactants [Cl:1][C:2]1[CH:19]=[CH:18][C:5]([CH2:6][C:7]2[NH:8][C:9](=[O:17])[C:10]([C:15]#[N:16])=[C:11](SC)[N:12]=2)=[CH:4][CH:3]=1.[CH:20]1([NH2:24])[CH2:23][CH2:22][CH2:21]1, predict the reaction product.